From a dataset of Full USPTO retrosynthesis dataset with 1.9M reactions from patents (1976-2016). Predict the reactants needed to synthesize the given product. (1) Given the product [O:19]=[S:11]1(=[O:20])[C:12]2[CH:18]=[CH:17][CH:16]=[CH:15][C:13]=2[NH:14][C:9]([C:6]2[C:7](=[O:8])[N:2]([N:1]=[CH:25][CH:26]([CH3:29])[CH3:27])[C:3]3[CH:24]=[CH:23][S:22][C:4]=3[C:5]=2[OH:21])=[N:10]1, predict the reactants needed to synthesize it. The reactants are: [NH2:1][N:2]1[C:7](=[O:8])[C:6]([C:9]2[NH:14][C:13]3[CH:15]=[CH:16][CH:17]=[CH:18][C:12]=3[S:11](=[O:20])(=[O:19])[N:10]=2)=[C:5]([OH:21])[C:4]2[S:22][CH:23]=[CH:24][C:3]1=2.[CH3:25][CH:26]([CH3:29])[CH:27]=O. (2) Given the product [C:20]([O:24][C:25](=[O:30])[NH:26][CH2:27][CH2:28][N:15]1[CH2:16][CH2:17][O:18][CH2:19][C@@H:14]1[C:12]([NH:11][CH:2]1[CH:3]2[CH2:9][CH:7]3[CH2:6][CH:5]([CH2:10][CH:1]1[CH2:8]3)[CH2:4]2)=[O:13])([CH3:23])([CH3:22])[CH3:21], predict the reactants needed to synthesize it. The reactants are: [CH:1]12[CH2:10][CH:5]3[CH2:6][CH:7]([CH2:9][CH:3]([CH2:4]3)[CH:2]1[NH:11][C:12]([C@H:14]1[CH2:19][O:18][CH2:17][CH2:16][NH:15]1)=[O:13])[CH2:8]2.[C:20]([O:24][C:25](=[O:30])[NH:26][CH2:27][CH:28]=O)([CH3:23])([CH3:22])[CH3:21].[BH3-]C#N.[Na+]. (3) Given the product [CH:1]1([CH:5]([C:13]2[CH:18]=[CH:17][CH:16]=[CH:15][CH:14]=2)[NH:6][S:7]([C:9]([CH3:12])([CH3:11])[CH3:10])=[O:8])[CH2:2][CH2:3][CH2:4]1, predict the reactants needed to synthesize it. The reactants are: [CH:1]1(/[CH:5]=[N:6]/[S@:7]([C:9]([CH3:12])([CH3:11])[CH3:10])=[O:8])[CH2:4][CH2:3][CH2:2]1.[C:13]1([Mg]Br)[CH:18]=[CH:17][CH:16]=[CH:15][CH:14]=1. (4) The reactants are: [Cl:1][C:2]1[C:3](I)=[N:4][CH:5]=[C:6]([C:8]([F:11])([F:10])[F:9])[CH:7]=1.C([Li])CCC.[CH2:18]([Sn:22](Cl)([CH2:27][CH2:28][CH2:29][CH3:30])[CH2:23][CH2:24][CH2:25][CH3:26])[CH2:19][CH2:20][CH3:21].[NH4+].[Cl-]. Given the product [CH2:27]([Sn:22]([CH2:18][CH2:19][CH2:20][CH3:21])([CH2:23][CH2:24][CH2:25][CH3:26])[C:3]1[C:2]([Cl:1])=[CH:7][C:6]([C:8]([F:11])([F:10])[F:9])=[CH:5][N:4]=1)[CH2:28][CH2:29][CH3:30], predict the reactants needed to synthesize it.